Task: Predict the reactants needed to synthesize the given product.. Dataset: Full USPTO retrosynthesis dataset with 1.9M reactions from patents (1976-2016) (1) Given the product [C:1]([O:5][C:6]([N:8]1[CH2:9][CH2:10][C:11]([C:15]2[S:23][C:22]3[C:21]([N:24]4[CH2:25][CH2:26][O:27][CH2:28][CH2:29]4)=[N:20][C:19]([Cl:30])=[N:18][C:17]=3[CH:16]=2)([O:14][CH3:34])[CH2:12][CH2:13]1)=[O:7])([CH3:4])([CH3:2])[CH3:3], predict the reactants needed to synthesize it. The reactants are: [C:1]([O:5][C:6]([N:8]1[CH2:13][CH2:12][C:11]([C:15]2[S:23][C:22]3[C:21]([N:24]4[CH2:29][CH2:28][O:27][CH2:26][CH2:25]4)=[N:20][C:19]([Cl:30])=[N:18][C:17]=3[CH:16]=2)([OH:14])[CH2:10][CH2:9]1)=[O:7])([CH3:4])([CH3:3])[CH3:2].[H-].[Na+].I[CH3:34]. (2) The reactants are: C(OC(=O)CN1C(=O)/C(=C/C2OC(C3C=CC=C([Sn](CCCC)(CCCC)CCCC)C=3)=CC=2)/NC1=S)C.[CH:39]([C:41]1[O:45][C:44](B(O)O)=[CH:43][CH:42]=1)=[O:40].[Br:49][C:50]1[CH:51]=[C:52](I)[CH:53]=[CH:54][CH:55]=1.C(=O)([O-])[O-].[Na+].[Na+]. Given the product [Br:49][C:50]1[CH:55]=[C:54]([C:44]2[O:45][C:41]([CH:39]=[O:40])=[CH:42][CH:43]=2)[CH:53]=[CH:52][CH:51]=1, predict the reactants needed to synthesize it. (3) The reactants are: C([Li])CCC.Br[C:7]1[C:8]([O:14][CH3:15])=[N:9][CH:10]=[C:11]([F:13])[CH:12]=1.[Si:16]([O:23][CH2:24]/[CH:25]=[N:26]/[S@:27]([C:29]([CH3:32])([CH3:31])[CH3:30])=[O:28])([C:19]([CH3:22])([CH3:21])[CH3:20])([CH3:18])[CH3:17].C([O-])(O)=O.[Na+]. Given the product [Si:16]([O:23][CH2:24][C@@H:25]([NH:26][S@:27]([C:29]([CH3:32])([CH3:31])[CH3:30])=[O:28])[C:7]1[C:8]([O:14][CH3:15])=[N:9][CH:10]=[C:11]([F:13])[CH:12]=1)([C:19]([CH3:22])([CH3:21])[CH3:20])([CH3:18])[CH3:17], predict the reactants needed to synthesize it. (4) Given the product [CH2:1]([N:3]1[C:12]2[CH:11]=[CH:10][C:9](/[CH:13]=[CH:14]/[CH:15]=[O:16])=[CH:8][C:7]=2[C:6]2=[N:17][N:18]([CH:21]3[CH2:26][CH2:25][CH2:24][CH2:23][O:22]3)[C:19]([CH3:20])=[C:5]2[C:4]1=[O:27])[CH3:2], predict the reactants needed to synthesize it. The reactants are: [CH2:1]([N:3]1[C:12]2[CH:11]=[CH:10][C:9](/[CH:13]=[CH:14]/[CH2:15][OH:16])=[CH:8][C:7]=2[C:6]2=[N:17][N:18]([CH:21]3[CH2:26][CH2:25][CH2:24][CH2:23][O:22]3)[C:19]([CH3:20])=[C:5]2[C:4]1=[O:27])[CH3:2].CC(OI1(OC(C)=O)(OC(C)=O)OC(=O)C2C=CC=CC1=2)=O.S([O-])([O-])(=O)=S.[Na+].[Na+]. (5) Given the product [NH2:9][C:5]1[CH:6]=[C:7]([F:8])[C:2]([F:1])=[C:3]([C@:12]2([CH2:23][F:24])[CH2:17][C@@H:16]([C:18]([F:21])([F:19])[F:20])[O:15][C:14]([NH2:22])=[N:13]2)[CH:4]=1, predict the reactants needed to synthesize it. The reactants are: [F:1][C:2]1[C:7]([F:8])=[CH:6][C:5]([N+:9]([O-])=O)=[CH:4][C:3]=1[C@:12]1([CH2:23][F:24])[CH2:17][C@@H:16]([C:18]([F:21])([F:20])[F:19])[O:15][C:14]([NH2:22])=[N:13]1. (6) The reactants are: [Cl:1][C:2]1[CH:3]=[C:4]([CH:7]=[CH:8][C:9]=1[Cl:10])[CH:5]=O.[CH3:11][C:12]([S:15]([NH2:17])=[O:16])([CH3:14])[CH3:13]. Given the product [Cl:1][C:2]1[CH:3]=[C:4]([CH:7]=[CH:8][C:9]=1[Cl:10])/[CH:5]=[N:17]/[S:15]([C:12]([CH3:14])([CH3:13])[CH3:11])=[O:16], predict the reactants needed to synthesize it. (7) Given the product [NH:1]1[C:2]2[C:3](=[CH:4][CH:5]=[CH:6][CH:7]=2)[CH:8]=[C:9]1[CH2:10][CH2:11][CH2:12][NH:13][C:14](=[O:25])[C@@H:15]([NH:18][C:19](=[O:24])[C:20]([F:21])([F:22])[F:23])[CH2:16][CH3:17], predict the reactants needed to synthesize it. The reactants are: [NH2:1][C:2]1[CH:7]=[CH:6][CH:5]=[CH:4][C:3]=1[C:8]#[C:9][CH2:10][CH2:11][CH2:12][NH:13][C:14](=[O:25])[C@@H:15]([NH:18][C:19](=[O:24])[C:20]([F:23])([F:22])[F:21])[CH2:16][CH3:17].